This data is from Full USPTO retrosynthesis dataset with 1.9M reactions from patents (1976-2016). The task is: Predict the reactants needed to synthesize the given product. Given the product [CH3:11][O:12][C:13]1[CH:14]=[C:15]2[C:20](=[C:21]3[C:26]=1[CH:25]=[CH:24][CH:23]=[N:22]3)[N:19]=[C:18]([CH:27]=[O:28])[CH:17]=[C:16]2[S:29][CH3:30], predict the reactants needed to synthesize it. The reactants are: C(Cl)(=O)C(Cl)=O.CS(C)=O.[CH3:11][O:12][C:13]1[CH:14]=[C:15]2[C:20](=[C:21]3[C:26]=1[CH:25]=[CH:24][CH:23]=[N:22]3)[N:19]=[C:18]([CH2:27][OH:28])[CH:17]=[C:16]2[S:29][CH3:30].C(N(CC)CC)C.